This data is from Reaction yield outcomes from USPTO patents with 853,638 reactions. The task is: Predict the reaction yield, written as a fraction of the theoretical maximum amount of product (1.0 means a 100% yield; for example, 0.34 means a 34% yield). (1) The reactants are I.[Cl:2][C:3]1[CH:15]=[C:14]([O:16]C)[CH:13]=[C:12]([O:18][CH3:19])[C:4]=1[CH2:5][N:6]1[CH2:11][CH2:10][CH2:9][CH2:8][CH2:7]1. The catalyst is C(=O)([O-])[O-].[Na+].[Na+]. The product is [Cl:2][C:3]1[CH:15]=[C:14]([OH:16])[CH:13]=[C:12]([O:18][CH3:19])[C:4]=1[CH2:5][N:6]1[CH2:7][CH2:8][CH2:9][CH2:10][CH2:11]1. The yield is 0.880. (2) The reactants are [NH2:1][C:2]1[CH:11]=[C:10]([F:12])[C:5]([C:6]([O:8][CH3:9])=[O:7])=[C:4]([F:13])[CH:3]=1.[S:14](Cl)(Cl)(=[O:16])=[O:15].[N:19]1[CH:24]=[CH:23][CH:22]=[CH:21][CH:20]=1. The catalyst is C(Cl)Cl. The product is [F:13][C:4]1[CH:3]=[C:2]([NH:1][S:14]([C:22]2[CH:23]=[CH:24][N:19]=[CH:20][CH:21]=2)(=[O:16])=[O:15])[CH:11]=[C:10]([F:12])[C:5]=1[C:6]([O:8][CH3:9])=[O:7]. The yield is 0.380. (3) The catalyst is CN(C=O)C. The yield is 0.820. The product is [CH3:55][O:56][CH2:57][CH2:58][CH2:59][NH:60][C:19](=[O:21])[C:18]1[CH:22]=[CH:23][C:15]([O:14][CH2:13][C:3]2[C:4]([C:7]3[CH:8]=[CH:9][CH:10]=[CH:11][CH:12]=3)=[N:5][O:6][C:2]=2[CH3:1])=[N:16][CH:17]=1. The reactants are [CH3:1][C:2]1[O:6][N:5]=[C:4]([C:7]2[CH:12]=[CH:11][CH:10]=[CH:9][CH:8]=2)[C:3]=1[CH2:13][O:14][C:15]1[CH:23]=[CH:22][C:18]([C:19]([OH:21])=O)=[CH:17][N:16]=1.F[B-](F)(F)F.N1(OC(N(C)C)=[N+](C)C)C2C=CC=CC=2N=N1.C(N(CC)C(C)C)(C)C.[CH3:55][O:56][CH2:57][CH2:58][CH2:59][NH2:60]. (4) The reactants are Br[C:2]1[CH:10]=[C:9]2[C:5]([CH:6]=[CH:7][N:8]2[CH:11]([CH3:13])[CH3:12])=[CH:4][CH:3]=1.[Li]C(C)(C)C.[CH3:19][N:20]1[CH2:25][CH2:24][C:23](=[O:26])[CH2:22][CH2:21]1. No catalyst specified. The product is [OH:26][C:23]1([C:2]2[CH:10]=[C:9]3[C:5]([CH:6]=[CH:7][N:8]3[CH:11]([CH3:13])[CH3:12])=[CH:4][CH:3]=2)[CH2:24][CH2:25][N:20]([CH3:19])[CH2:21][CH2:22]1. The yield is 0.440.